The task is: Predict the product of the given reaction.. This data is from Forward reaction prediction with 1.9M reactions from USPTO patents (1976-2016). (1) Given the reactants [Br:1][C:2]1[CH:6]=[C:5]([C:7]([OH:9])=O)[N:4]([C:10]2[C:15]([Cl:16])=[CH:14][CH:13]=[CH:12][N:11]=2)[N:3]=1.N1C=CC(C(O)=O)=N1.[NH2:25][C:26]1[C:34]([CH3:35])=[CH:33][C:32]([Cl:36])=[CH:31][C:27]=1[C:28](O)=[O:29], predict the reaction product. The product is: [Br:1][C:2]1[CH:6]=[C:5]([C:7]2[O:9][C:28](=[O:29])[C:27]3[CH:31]=[C:32]([Cl:36])[CH:33]=[C:34]([CH3:35])[C:26]=3[N:25]=2)[N:4]([C:10]2[C:15]([Cl:16])=[CH:14][CH:13]=[CH:12][N:11]=2)[N:3]=1. (2) Given the reactants [CH3:1][O:2][C:3]([C:5]1[C:10]([NH:11][C:12]2[CH:17]=[CH:16][CH:15]=[CH:14][C:13]=2[F:18])=[C:9]([F:19])[C:8](Cl)=[C:7]([C:21]#[N:22])[N:6]=1)=[O:4].[K].CC(=[N:27][NH2:28])C.CC(=NO)C, predict the reaction product. The product is: [CH3:1][O:2][C:3]([C:5]1[C:10]([NH:11][C:12]2[CH:17]=[CH:16][CH:15]=[CH:14][C:13]=2[F:18])=[C:9]([F:19])[C:8]2[C:7](=[C:21]([NH2:22])[NH:27][N:28]=2)[N:6]=1)=[O:4]. (3) Given the reactants [CH3:1][O:2][C:3]([C:5]1[S:9][C:8]([NH2:10])=[N:7][CH:6]=1)=[O:4].[C:11](O[C:11]([O:13][C:14]([CH3:17])([CH3:16])[CH3:15])=[O:12])([O:13][C:14]([CH3:17])([CH3:16])[CH3:15])=[O:12].C(N(CC)CC)C, predict the reaction product. The product is: [CH3:1][O:2][C:3]([C:5]1[S:9][C:8]([NH:10][C:11]([O:13][C:14]([CH3:17])([CH3:16])[CH3:15])=[O:12])=[N:7][CH:6]=1)=[O:4]. (4) Given the reactants [F:1][CH:2]([F:25])[C:3]1[N:8]2[N:9]=[CH:10][C:11]([C:12]([OH:14])=O)=[C:7]2[N:6]=[C:5]([C:15]2[CH:20]=[CH:19][C:18]([C:21]([F:24])([F:23])[F:22])=[CH:17][CH:16]=2)[CH:4]=1.[OH:26][CH2:27][CH2:28][N:29]([CH2:40][CH2:41][OH:42])[S:30]([C:33]1[S:34][C:35]([Cl:39])=[C:36]([NH2:38])[CH:37]=1)(=[O:32])=[O:31], predict the reaction product. The product is: [OH:26][CH2:27][CH2:28][N:29]([CH2:40][CH2:41][OH:42])[S:30]([C:33]1[S:34][C:35]([Cl:39])=[C:36]([NH:38][C:12]([C:11]2[CH:10]=[N:9][N:8]3[C:3]([CH:2]([F:25])[F:1])=[CH:4][C:5]([C:15]4[CH:20]=[CH:19][C:18]([C:21]([F:22])([F:24])[F:23])=[CH:17][CH:16]=4)=[N:6][C:7]=23)=[O:14])[CH:37]=1)(=[O:31])=[O:32].